From a dataset of Blood-brain barrier permeability classification from the B3DB database. Regression/Classification. Given a drug SMILES string, predict its absorption, distribution, metabolism, or excretion properties. Task type varies by dataset: regression for continuous measurements (e.g., permeability, clearance, half-life) or binary classification for categorical outcomes (e.g., BBB penetration, CYP inhibition). Dataset: b3db_classification. (1) The compound is CCc1nn(CCCN2CCN(c3cccc(Cl)c3)CC2)c(=O)n1CC. The result is 1 (penetrates BBB). (2) The drug is O=[N+]([O-])O[C@H]1CO[C@H]2[C@@H]1OC[C@H]2O[N+](=O)[O-]. The result is 0 (does not penetrate BBB). (3) The drug is COCCc1noc([C@H](C)NC(=O)c2ccncc2O)n1. The result is 1 (penetrates BBB). (4) The compound is N#Cc1cccc(C2=Nc3ccc(C#Cc4ccccc4)cc3NC(=O)C2)c1. The result is 1 (penetrates BBB). (5) The compound is CC(=O)O[C@H]1C[C@@]2(C)[C@@H](C[C@@H](O)[C@H]3[C@@]4(C)CC[C@@H](O)[C@@H](C)[C@@H]4CC[C@@]32C)/C1=C(\CCC=C(C)C)C(=O)O. The result is 0 (does not penetrate BBB). (6) The drug is CCCC(C)C. The result is 1 (penetrates BBB).